From a dataset of Reaction yield outcomes from USPTO patents with 853,638 reactions. Predict the reaction yield, written as a fraction of the theoretical maximum amount of product (1.0 means a 100% yield; for example, 0.34 means a 34% yield). (1) The reactants are BrCCBr.Cl[Si](C)(C)C.I[CH:11]1[CH2:14][N:13]([C:15]([O:17][C:18]([CH3:21])([CH3:20])[CH3:19])=[O:16])[CH2:12]1.[C:22]([C:25]1[CH:32]=[C:31]([Cl:33])[C:28]([C:29]#[N:30])=[C:27](I)[C:26]=1[O:35][CH2:36][CH3:37])(=[O:24])[CH3:23].[Cl-].[NH4+]. The catalyst is CN(C)C(=O)C.[Zn].C1C=CC(/C=C/C(/C=C/C2C=CC=CC=2)=O)=CC=1.C1C=CC(/C=C/C(/C=C/C2C=CC=CC=2)=O)=CC=1.C1C=CC(/C=C/C(/C=C/C2C=CC=CC=2)=O)=CC=1.[Pd].[Pd].O1C=CC=C1P(C1OC=CC=1)C1OC=CC=1. The product is [C:22]([C:25]1[C:26]([O:35][CH2:36][CH3:37])=[C:27]([CH:11]2[CH2:14][N:13]([C:15]([O:17][C:18]([CH3:21])([CH3:20])[CH3:19])=[O:16])[CH2:12]2)[C:28]([C:29]#[N:30])=[C:31]([Cl:33])[CH:32]=1)(=[O:24])[CH3:23]. The yield is 0.880. (2) The reactants are [O:1]=[CH:2][C:3]1[CH:11]=[CH:10][C:7]([O:8][CH3:9])=[C:5]([OH:6])[CH:4]=1.C(=O)([O-])[O-].[K+].[K+].[CH3:18][O:19][CH2:20]Cl.O. The catalyst is CN(C)C=O. The product is [CH3:9][O:8][C:7]1[CH:10]=[CH:11][C:3]([CH:2]=[O:1])=[CH:4][C:5]=1[O:6][CH2:18][O:19][CH3:20]. The yield is 0.899. (3) The reactants are [Br:1][C:2]1[CH:3]=[CH:4][C:5]2[O:9][C:8](=[O:10])[NH:7][C:6]=2[CH:11]=1.CN(C)C=O.C(=O)([O-])[O-].[K+].[K+].Br[CH2:24][C:25]([O:27][C:28]([CH3:31])([CH3:30])[CH3:29])=[O:26]. The catalyst is CC(C)=O. The product is [Br:1][C:2]1[CH:3]=[CH:4][C:5]2[O:9][C:8](=[O:10])[N:7]([CH2:24][C:25]([O:27][C:28]([CH3:31])([CH3:30])[CH3:29])=[O:26])[C:6]=2[CH:11]=1. The yield is 0.980.